From a dataset of Full USPTO retrosynthesis dataset with 1.9M reactions from patents (1976-2016). Predict the reactants needed to synthesize the given product. (1) Given the product [Si:1]([O:8][C@H:9]1[CH2:15][CH2:14][CH2:13][O:12][CH2:11][CH2:10]1)([C:4]([CH3:7])([CH3:6])[CH3:5])([CH3:3])[CH3:2], predict the reactants needed to synthesize it. The reactants are: [Si:1]([O:8][C@@H:9]1[CH2:10][CH2:11][O:12][CH2:13][CH:14]=[CH:15]1)([C:4]([CH3:7])([CH3:6])[CH3:5])([CH3:3])[CH3:2].O1CCCC[C@@H](O)C1. (2) Given the product [Br:11][C:12]1[CH:13]=[CH:14][C:15]([O:21][CH2:2][C:3]2[CH:8]=[CH:7][C:6]([F:9])=[C:5]([F:10])[CH:4]=2)=[C:16]([CH:20]=1)[C:17]([O:19][CH2:2][C:3]1[CH:8]=[CH:7][C:6]([F:9])=[C:5]([F:10])[CH:4]=1)=[O:18], predict the reactants needed to synthesize it. The reactants are: Br[CH2:2][C:3]1[CH:8]=[CH:7][C:6]([F:9])=[C:5]([F:10])[CH:4]=1.[Br:11][C:12]1[CH:13]=[CH:14][C:15]([OH:21])=[C:16]([CH:20]=1)[C:17]([OH:19])=[O:18].C(=O)([O-])[O-].[K+].[K+]. (3) Given the product [CH3:1][O:2][C:3]([C:5]1[S:6][CH:7]=[C:8]([C:21]#[C:20][CH2:19][CH2:18][OH:22])[CH:9]=1)=[O:4], predict the reactants needed to synthesize it. The reactants are: [CH3:1][O:2][C:3]([C:5]1[S:6][CH:7]=[C:8](Br)[CH:9]=1)=[O:4].C(N(CC)CC)C.[CH2:18]([OH:22])[CH2:19][C:20]#[CH:21]. (4) Given the product [CH2:1]([O:3][C:4]1[C:13]([O:14][CH3:15])=[CH:12][C:11]2[C:10]([C:16]3[CH:17]=[CH:18][C:19]([C:20]([N:57]4[CH2:58][CH2:59][CH:54]([N:40]5[C:41](=[O:53])[C:42]6[S:46][C:45]([C:47]7[CH:52]=[CH:51][CH:50]=[CH:49][CH:48]=7)=[CH:44][C:43]=6[N:38]([CH2:37][C:35]6[O:36][C:32]([CH2:30][CH3:31])=[CH:33][N:34]=6)[C:39]5=[O:60])[CH2:55][CH2:56]4)=[O:21])=[CH:23][CH:24]=3)=[N:9][C@@H:8]3[CH2:25][CH2:26][S:27][CH2:28][C@@H:7]3[C:6]=2[CH:5]=1)[CH3:2], predict the reactants needed to synthesize it. The reactants are: [CH2:1]([O:3][C:4]1[C:13]([O:14][CH3:15])=[CH:12][C:11]2[C:10]([C:16]3[CH:24]=[CH:23][C:19]([C:20](O)=[O:21])=[CH:18][CH:17]=3)=[N:9][C@@H:8]3[CH2:25][CH2:26][S:27][CH2:28][C@@H:7]3[C:6]=2[CH:5]=1)[CH3:2].Cl.[CH2:30]([C:32]1[O:36][C:35]([CH2:37][N:38]2[C:43]3[CH:44]=[C:45]([C:47]4[CH:52]=[CH:51][CH:50]=[CH:49][CH:48]=4)[S:46][C:42]=3[C:41](=[O:53])[N:40]([CH:54]3[CH2:59][CH2:58][NH:57][CH2:56][CH2:55]3)[C:39]2=[O:60])=[N:34][CH:33]=1)[CH3:31].CN(C(ON1N=NC2C=CC=CC1=2)=[N+](C)C)C.F[P-](F)(F)(F)(F)F.CCN(C(C)C)C(C)C. (5) Given the product [F:1][C:2]1[CH:3]=[CH:4][C:5]([C:8]2[C:9]([C:24]([O:26][CH3:27])=[O:25])=[C:10]([CH:21]([CH3:22])[CH3:23])[N:11]=[C:12]([CH:18]([CH3:19])[CH3:20])[C:13]=2[C:14]([O:16][CH3:17])=[O:15])=[CH:6][CH:7]=1, predict the reactants needed to synthesize it. The reactants are: [F:1][C:2]1[CH:7]=[CH:6][C:5]([CH:8]2[C:13]([C:14]([O:16][CH3:17])=[O:15])=[C:12]([CH:18]([CH3:20])[CH3:19])[NH:11][C:10]([CH:21]([CH3:23])[CH3:22])=[C:9]2[C:24]([O:26][CH3:27])=[O:25])=[CH:4][CH:3]=1.O.N(OC)=O. (6) Given the product [NH2:7][CH2:8][C:9]#[C:10][C:11]1[CH:12]=[C:13]2[C:18](=[CH:19][CH:20]=1)[N:17]=[CH:16][N:15]=[C:14]2[NH:21][C:22]1[CH:23]=[C:24]2[C:28](=[CH:29][CH:30]=1)[N:27]([CH2:31][C:32]1[CH:37]=[CH:36][CH:35]=[C:34]([F:38])[CH:33]=1)[N:26]=[CH:25]2, predict the reactants needed to synthesize it. The reactants are: C(OC(=O)[NH:7][CH2:8][C:9]#[C:10][C:11]1[CH:12]=[C:13]2[C:18](=[CH:19][CH:20]=1)[N:17]=[CH:16][N:15]=[C:14]2[NH:21][C:22]1[CH:23]=[C:24]2[C:28](=[CH:29][CH:30]=1)[N:27]([CH2:31][C:32]1[CH:37]=[CH:36][CH:35]=[C:34]([F:38])[CH:33]=1)[N:26]=[CH:25]2)(C)(C)C.C(O)(C(F)(F)F)=O.